From a dataset of Reaction yield outcomes from USPTO patents with 853,638 reactions. Predict the reaction yield, written as a fraction of the theoretical maximum amount of product (1.0 means a 100% yield; for example, 0.34 means a 34% yield). (1) The reactants are [CH3:1][C@@H:2]1[CH2:6][CH2:5][C:4](=C(C)C)[CH:3]1[C:10]([O:12][CH2:13][CH3:14])=[O:11].C(=O)=[O:16].C(O)(C)C. The catalyst is C(OCC)(=O)C. The product is [CH3:1][C@@H:2]1[CH2:6][CH2:5][C:4](=[O:16])[CH:3]1[C:10]([O:12][CH2:13][CH3:14])=[O:11]. The yield is 0.960. (2) The reactants are [Br:1]Br.[CH3:3][C:4]1[CH:5]=[C:6]2[N:11]([CH:12]=1)[CH:10]=[C:9]([C:13]#[N:14])[CH:8]=[CH:7]2. The catalyst is CN(C)C=O.CCOC(C)=O.C([O-])(O)=O.[Na+]. The product is [Br:1][C:12]1[N:11]2[C:6]([CH:7]=[CH:8][C:9]([C:13]#[N:14])=[CH:10]2)=[CH:5][C:4]=1[CH3:3]. The yield is 0.530. (3) No catalyst specified. The product is [CH3:1][C:2]1[CH:7]=[CH:6][CH:5]=[CH:4][C:3]=1[NH:8][C:9]1[N:14]2[N:15]=[CH:16][C:17]([C:18]([NH:40][S:37]([CH2:35][CH3:36])(=[O:39])=[O:38])=[O:19])=[C:13]2[N:12]=[CH:11][C:10]=1[C:21]([N:23]1[CH2:24][CH2:25][CH:26]([C:29]2[CH:34]=[CH:33][CH:32]=[CH:31][CH:30]=2)[CH2:27][CH2:28]1)=[O:22]. The yield is 0.580. The reactants are [CH3:1][C:2]1[CH:7]=[CH:6][CH:5]=[CH:4][C:3]=1[NH:8][C:9]1[N:14]2[N:15]=[CH:16][C:17]([C:18](O)=[O:19])=[C:13]2[N:12]=[CH:11][C:10]=1[C:21]([N:23]1[CH2:28][CH2:27][CH:26]([C:29]2[CH:34]=[CH:33][CH:32]=[CH:31][CH:30]=2)[CH2:25][CH2:24]1)=[O:22].[CH2:35]([S:37]([NH2:40])(=[O:39])=[O:38])[CH3:36]. (4) The reactants are C([N-]C(C)C)(C)C.[Li+].[CH2:9]([O:11][C:12](=[O:21])[CH2:13][C:14]1[CH:19]=[CH:18][C:17]([Cl:20])=[CH:16][CH:15]=1)[CH3:10].I[CH2:23][CH:24]1[CH2:28][CH2:27][CH2:26][CH2:25]1. The catalyst is O1CCCC1.CN(C)P(N(C)C)(N(C)C)=O.CN(C)P(N(C)C)(N(C)C)=O. The product is [CH2:9]([O:11][C:12](=[O:21])[CH:13]([C:14]1[CH:19]=[CH:18][C:17]([Cl:20])=[CH:16][CH:15]=1)[CH2:23][CH:24]1[CH2:28][CH2:27][CH2:26][CH2:25]1)[CH3:10]. The yield is 0.909. (5) The yield is 0.750. The reactants are Br[C:2]1[CH:3]=[C:4]([S:8]([N:11]2[CH2:16][CH2:15][N:14]([C:17]3[CH:22]=[CH:21][C:20]([F:23])=[CH:19][C:18]=3[C:24]([F:27])([F:26])[F:25])[CH2:13][C@H:12]2[CH3:28])(=[O:10])=[O:9])[CH:5]=[CH:6][CH:7]=1.[O-]P([O-])([O-])=O.[K+].[K+].[K+].[NH:37]1[CH:41]=[CH:40][N:39]=[CH:38]1. The catalyst is O1CCOCC1.NC[C@@H]1CCCC[C@H]1CN. The product is [F:23][C:20]1[CH:21]=[CH:22][C:17]([N:14]2[CH2:15][CH2:16][N:11]([S:8]([C:4]3[CH:5]=[CH:6][CH:7]=[C:2]([N:37]4[CH:41]=[CH:40][N:39]=[CH:38]4)[CH:3]=3)(=[O:10])=[O:9])[C@H:12]([CH3:28])[CH2:13]2)=[C:18]([C:24]([F:27])([F:26])[F:25])[CH:19]=1. (6) The catalyst is [Pd].CO. The yield is 0.950. The product is [CH2:1]([O:3][C:4](=[O:22])[CH2:5][CH2:6][C@H:7]1[CH2:12][CH2:11][C:10]([F:14])([F:13])[CH2:9][N:8]1[C:15]([O:17][C:18]([CH3:21])([CH3:20])[CH3:19])=[O:16])[CH3:2]. The reactants are [CH2:1]([O:3][C:4](=[O:22])[CH:5]=[CH:6][C@H:7]1[CH2:12][CH2:11][C:10]([F:14])([F:13])[CH2:9][N:8]1[C:15]([O:17][C:18]([CH3:21])([CH3:20])[CH3:19])=[O:16])[CH3:2]. (7) The reactants are [CH2:1]([O:3][C:4]1[CH:9]=[CH:8][CH:7]=[CH:6][C:5]=1[C:10]1[CH:15]=[CH:14][C:13]([NH2:16])=[CH:12][C:11]=1[N+:17]([O-:19])=[O:18])[CH3:2].[CH3:20][C:21]([O:24][C:25](O[C:25]([O:24][C:21]([CH3:23])([CH3:22])[CH3:20])=[O:26])=[O:26])([CH3:23])[CH3:22]. No catalyst specified. The product is [C:21]([O:24][C:25](=[O:26])[NH:16][C:13]1[CH:14]=[CH:15][C:10]([C:5]2[CH:6]=[CH:7][CH:8]=[CH:9][C:4]=2[O:3][CH2:1][CH3:2])=[C:11]([N+:17]([O-:19])=[O:18])[CH:12]=1)([CH3:23])([CH3:22])[CH3:20]. The yield is 0.830. (8) The product is [F:1][C:2]1[CH:7]=[CH:6][C:5]([C:8]2([CH2:14][NH2:17])[CH2:13][CH2:12][CH2:11][CH2:10][CH2:9]2)=[CH:4][CH:3]=1. The yield is 0.990. No catalyst specified. The reactants are [F:1][C:2]1[CH:7]=[CH:6][C:5]([C:8]2([C:14](O)=O)[CH2:13][CH2:12][CH2:11][CH2:10][CH2:9]2)=[CH:4][CH:3]=1.[NH3:17]. (9) The reactants are Cl.Cl[CH2:3][C:4]1[N:8]([CH2:9][CH2:10][CH3:11])[CH:7]=[N:6][CH:5]=1.[NH2:12][C:13]1[CH:18]=[CH:17][C:16]([SH:19])=[CH:15][CH:14]=1.OO.S([O-])([O-])=[O:23].[Na+].[Na+].[OH-].[Na+]. The catalyst is O.CO.C(O)(=O)C.C(N(CC)CC)C. The product is [CH2:9]([N:8]1[C:4]([CH2:3][S:19]([C:16]2[CH:17]=[CH:18][C:13]([NH2:12])=[CH:14][CH:15]=2)=[O:23])=[CH:5][N:6]=[CH:7]1)[CH2:10][CH3:11]. The yield is 0.710. (10) The product is [C:1]([O:4][CH2:5][CH:6]1[CH2:11][CH2:10][C@H:9]([NH:12][C:13]2[C:18]([NH2:19])=[CH:17][N:16]=[C:15]3[CH:22]=[CH:23][S:24][C:14]=23)[CH2:8][O:7]1)(=[O:3])[CH3:2]. The reactants are [C:1]([O:4][CH2:5][CH:6]1[CH:11]=[CH:10][C@H:9]([NH:12][C:13]2[C:18]([N+:19]([O-])=O)=[CH:17][N:16]=[C:15]3[CH:22]=[CH:23][S:24][C:14]=23)[CH2:8][O:7]1)(=[O:3])[CH3:2]. The catalyst is [Pd].CO. The yield is 0.750.